This data is from Full USPTO retrosynthesis dataset with 1.9M reactions from patents (1976-2016). The task is: Predict the reactants needed to synthesize the given product. (1) Given the product [Cl:14][C:11]1[CH:12]=[C:13]2[C:8](=[CH:9][CH:10]=1)[NH:7][C:6](=[O:15])[N:5]([CH2:16][C:17]([F:19])([F:18])[F:20])[C:4]2([C:21]1[CH:22]=[CH:23][C:24]([F:27])=[CH:25][CH:26]=1)[CH2:1][CH2:2][CH3:3], predict the reactants needed to synthesize it. The reactants are: [CH2:1]([C:4]1([C:21]2[CH:26]=[CH:25][C:24]([F:27])=[CH:23][CH:22]=2)[C:13]2[C:8](=[CH:9][CH:10]=[C:11]([Cl:14])[CH:12]=2)[NH:7][C:6](=[O:15])[N:5]1[CH2:16][C:17]([F:20])([F:19])[F:18])[CH:2]=[CH2:3]. (2) Given the product [N:14]1([CH2:13][C:10]2[CH:11]=[CH:12][C:7]([N:1]3[CH2:6][CH2:5][O:4][CH2:3][CH2:2]3)=[CH:8][C:9]=2[C:27]([F:30])([F:29])[F:28])[CH2:19][CH2:18][NH:17][CH2:16][CH2:15]1, predict the reactants needed to synthesize it. The reactants are: [N:1]1([C:7]2[CH:12]=[CH:11][C:10]([CH2:13][N:14]3[CH2:19][CH2:18][N:17](C(OC(C)(C)C)=O)[CH2:16][CH2:15]3)=[C:9]([C:27]([F:30])([F:29])[F:28])[CH:8]=2)[CH2:6][CH2:5][O:4][CH2:3][CH2:2]1.FC(F)(F)C(O)=O. (3) Given the product [Br:1][C:2]1[CH:10]=[C:6]2[C:5](=[CH:4][CH:3]=1)[N:11]=[C:19]([C:18]1[CH:21]=[CH:22][C:15]([O:14][CH2:27][CH2:28][CH2:29][N:30]3[CH2:34][CH2:33][CH2:32][CH2:31]3)=[CH:16][C:17]=1[O:23][CH3:24])[N:13]([CH3:12])[C:7]2=[O:9], predict the reactants needed to synthesize it. The reactants are: [Br:1][C:2]1[CH:10]=[C:6]([C:7]([OH:9])=O)[C:5]([NH2:11])=[CH:4][CH:3]=1.[CH3:12][NH2:13].[OH:14][C:15]1[CH:22]=[CH:21][C:18]([CH:19]=O)=[C:17]([O:23][CH3:24])[CH:16]=1.[Br-].Br[CH2:27][CH2:28][CH2:29][NH+:30]1[CH2:34][CH2:33][CH2:32][CH2:31]1. (4) Given the product [OH:32][C:31]1[C:30]([CH3:33])=[CH:29][C:26]([CH2:27][NH:1][C:2]2[NH:6][N:5]=[C:4]([NH:7][C:8]3[CH:13]=[CH:12][C:11]([N:14]4[CH2:19][CH2:18][CH2:17][CH2:16][CH2:15]4)=[CH:10][CH:9]=3)[C:3]=2[C:20]([NH2:22])=[O:21])=[CH:25][C:24]=1[CH3:23], predict the reactants needed to synthesize it. The reactants are: [NH2:1][C:2]1[NH:6][N:5]=[C:4]([NH:7][C:8]2[CH:13]=[CH:12][C:11]([N:14]3[CH2:19][CH2:18][CH2:17][CH2:16][CH2:15]3)=[CH:10][CH:9]=2)[C:3]=1[C:20]([NH2:22])=[O:21].[CH3:23][C:24]1[CH:25]=[C:26]([CH:29]=[C:30]([CH3:33])[C:31]=1[OH:32])[CH:27]=O.[BH4-].[Na+].O. (5) Given the product [ClH:18].[Cl:25][C:21]1[CH:22]=[CH:23][CH:24]=[C:19]([O:8][CH:6]2[CH2:7][C:2]([CH3:11])([CH3:1])[NH:3][C:4]([CH3:10])([CH3:9])[CH2:5]2)[N:20]=1, predict the reactants needed to synthesize it. The reactants are: [CH3:1][C:2]1([CH3:11])[CH2:7][CH:6]([OH:8])[CH2:5][C:4]([CH3:10])([CH3:9])[NH:3]1.CC(C)([O-])C.[K+].[Cl:18][C:19]1[CH:24]=[CH:23][CH:22]=[C:21]([Cl:25])[N:20]=1.C(O)C. (6) Given the product [Cl:1][C:2]1[CH:7]=[CH:6][C:5]([C:8]2[CH:9]=[CH:10][N:11]=[CH:12][C:13]=2[CH:14]([CH:17]2[CH2:19][CH2:18]2)[OH:15])=[C:4]([F:16])[CH:3]=1, predict the reactants needed to synthesize it. The reactants are: [Cl:1][C:2]1[CH:7]=[CH:6][C:5]([C:8]2[C:13]([CH:14]=[O:15])=[CH:12][N:11]=[CH:10][CH:9]=2)=[C:4]([F:16])[CH:3]=1.[CH:17]1([Mg]Br)[CH2:19][CH2:18]1. (7) Given the product [CH3:12][CH:8]1[CH2:7][C:5]2[N:6]=[C:2]([NH:1][S:22]([C:19]3[CH:20]=[CH:21][C:16]([CH2:13][CH2:14][CH3:15])=[CH:17][CH:18]=3)(=[O:24])=[O:23])[S:3][C:4]=2[C:10](=[O:11])[CH2:9]1, predict the reactants needed to synthesize it. The reactants are: [NH2:1][C:2]1[S:3][C:4]2[C:10](=[O:11])[CH2:9][CH:8]([CH3:12])[CH2:7][C:5]=2[N:6]=1.[CH2:13]([C:16]1[CH:21]=[CH:20][C:19]([S:22](Cl)(=[O:24])=[O:23])=[CH:18][CH:17]=1)[CH2:14][CH3:15]. (8) Given the product [Br:1][C:2]1[CH:7]=[C:6]([NH:12][C@H:13]([CH2:17][CH3:18])[C:14]([NH2:16])=[O:15])[CH:5]=[N:4][C:3]=1[C:9]#[N:10], predict the reactants needed to synthesize it. The reactants are: [Br:1][C:2]1[C:3]([C:9]#[N:10])=[N:4][CH:5]=[C:6](F)[CH:7]=1.Cl.[NH2:12][C@H:13]([CH2:17][CH3:18])[C:14]([NH2:16])=[O:15].CCN(C(C)C)C(C)C.O.